From a dataset of TCR-epitope binding with 47,182 pairs between 192 epitopes and 23,139 TCRs. Binary Classification. Given a T-cell receptor sequence (or CDR3 region) and an epitope sequence, predict whether binding occurs between them. The epitope is FVDGVPFVV. The TCR CDR3 sequence is CATSDFFTDTQYF. Result: 0 (the TCR does not bind to the epitope).